From a dataset of Reaction yield outcomes from USPTO patents with 853,638 reactions. Predict the reaction yield, written as a fraction of the theoretical maximum amount of product (1.0 means a 100% yield; for example, 0.34 means a 34% yield). The reactants are I[C:2]1[C:7]([O:8][C:9]2[C:18]3[C:13](=[CH:14][C:15]([O:21][CH3:22])=[C:16]([O:19][CH3:20])[CH:17]=3)[N:12]=[CH:11][CH:10]=2)=[CH:6][CH:5]=[C:4]([CH3:23])[N:3]=1.[CH3:24][C:25]1[CH:30]=[CH:29][C:28](B(O)O)=[CH:27][CH:26]=1.C(=O)([O-])O.[Na+]. The catalyst is C1(C)C=CC=CC=1. The product is [CH3:20][O:19][C:16]1[CH:17]=[C:18]2[C:13](=[CH:14][C:15]=1[O:21][CH3:22])[N:12]=[CH:11][CH:10]=[C:9]2[O:8][C:7]1[C:2]([C:28]2[CH:29]=[CH:30][C:25]([CH3:24])=[CH:26][CH:27]=2)=[N:3][C:4]([CH3:23])=[CH:5][CH:6]=1. The yield is 1.00.